From a dataset of Forward reaction prediction with 1.9M reactions from USPTO patents (1976-2016). Predict the product of the given reaction. (1) Given the reactants [CH3:1][O:2][C:3]1[CH:4]=[CH:5][C:6]2[N:12]3[CH:13]=[N:14][C:15]([C:16]([OH:18])=[O:17])=[C:11]3[C@@H:10]3[CH2:19][CH2:20][CH2:21][N:9]3[C:8](=[O:22])[C:7]=2[CH:23]=1.S(Cl)(Cl)=O.CO.[CH3:30]CN(CC)CC, predict the reaction product. The product is: [CH3:1][O:2][C:3]1[CH:4]=[CH:5][C:6]2[N:12]3[CH:13]=[N:14][C:15]([C:16]([O:18][CH3:30])=[O:17])=[C:11]3[C@@H:10]3[CH2:19][CH2:20][CH2:21][N:9]3[C:8](=[O:22])[C:7]=2[CH:23]=1. (2) Given the reactants Cl[C:2]1[N:7]=[C:6]([NH:8][C:9]2[CH:14]=[CH:13][C:12]3[O:15][CH2:16][CH2:17][O:18][C:11]=3[CH:10]=2)[C:5]([F:19])=[CH:4][N:3]=1.[CH3:20][O:21][C:22]1[CH:29]=[CH:28][C:25]([CH2:26][NH2:27])=[CH:24][CH:23]=1, predict the reaction product. The product is: [CH2:17]1[CH2:16][O:15][C:12]2[CH:13]=[CH:14][C:9]([NH:8][C:6]3[C:5]([F:19])=[CH:4][N:3]=[C:2]([NH:27][CH2:26][C:25]4[CH:28]=[CH:29][C:22]([O:21][CH3:20])=[CH:23][CH:24]=4)[N:7]=3)=[CH:10][C:11]=2[O:18]1.